This data is from Forward reaction prediction with 1.9M reactions from USPTO patents (1976-2016). The task is: Predict the product of the given reaction. (1) Given the reactants [C:1]([OH:8])(=[O:7])/[CH:2]=[CH:3]\[C:4]([OH:6])=O.[CH3:9][C:10]([CH2:12][C:13]([CH3:16])([CH3:15])[CH3:14])=[CH2:11], predict the reaction product. The product is: [C:4]1(=[O:6])[O:8][C:1](=[O:7])[CH:2]=[CH:3]1.[CH3:11][C:10]([CH2:12][C:13]([CH3:16])([CH3:15])[CH3:14])=[CH2:9]. (2) Given the reactants I[C:2]1[CH:3]=[C:4]([N:9]([CH2:15][C:16]2[CH:17]=[N:18][CH:19]=[CH:20][CH:21]=2)[S:10]([CH2:13][CH3:14])(=[O:12])=[O:11])[CH:5]=[CH:6][C:7]=1[CH3:8].[CH:22]([O-])=[O:23].[Na+], predict the reaction product. The product is: [CH:22]([C:2]1[CH:3]=[C:4]([N:9]([CH2:15][C:16]2[CH:17]=[N:18][CH:19]=[CH:20][CH:21]=2)[S:10]([CH2:13][CH3:14])(=[O:12])=[O:11])[CH:5]=[CH:6][C:7]=1[CH3:8])=[O:23]. (3) The product is: [NH2:2][C:1]1[NH:28][N:27]=[C:7]([NH:10][C:11]2[CH:16]=[CH:15][C:14]([N:17]3[CH2:22][CH2:21][N:20]([CH:23]([CH3:25])[CH3:24])[CH2:19][CH2:18]3)=[CH:13][CH:12]=2)[C:3]=1[C:4]([NH2:6])=[O:5]. Given the reactants [C:1]([C:3](=[C:7]([NH:10][C:11]1[CH:16]=[CH:15][C:14]([N:17]2[CH2:22][CH2:21][N:20]([CH:23]([CH3:25])[CH3:24])[CH2:19][CH2:18]2)=[CH:13][CH:12]=1)SC)[C:4]([NH2:6])=[O:5])#[N:2].O.[NH2:27][NH2:28], predict the reaction product.